Dataset: Peptide-MHC class I binding affinity with 185,985 pairs from IEDB/IMGT. Task: Regression. Given a peptide amino acid sequence and an MHC pseudo amino acid sequence, predict their binding affinity value. This is MHC class I binding data. (1) The peptide sequence is VTMGTGTFGR. The MHC is HLA-A31:01 with pseudo-sequence HLA-A31:01. The binding affinity (normalized) is 0.457. (2) The peptide sequence is CTDPPLLSV. The MHC is HLA-A02:06 with pseudo-sequence HLA-A02:06. The binding affinity (normalized) is 0.710. (3) The peptide sequence is TDLEHDRVV. The MHC is Mamu-B01 with pseudo-sequence Mamu-B01. The binding affinity (normalized) is 0.